This data is from Full USPTO retrosynthesis dataset with 1.9M reactions from patents (1976-2016). The task is: Predict the reactants needed to synthesize the given product. (1) Given the product [CH2:15]([O:17][C:18]1[CH:19]=[C:20]([CH:21]2[C:7]([C:1]3[CH:6]=[CH:5][CH:4]=[CH:3][CH:2]=3)=[C:8]([C:10]3[CH:14]=[CH:13][S:12][CH:11]=3)[NH:33][C:31](=[O:32])[NH:30]2)[CH:23]=[C:24]([N+:27]([O-:29])=[O:28])[C:25]=1[OH:26])[CH3:16], predict the reactants needed to synthesize it. The reactants are: [C:1]1([CH2:7][C:8]([C:10]2[CH:14]=[CH:13][S:12][CH:11]=2)=O)[CH:6]=[CH:5][CH:4]=[CH:3][CH:2]=1.[CH2:15]([O:17][C:18]1[CH:19]=[C:20]([CH:23]=[C:24]([N+:27]([O-:29])=[O:28])[C:25]=1[OH:26])[CH:21]=O)[CH3:16].[NH2:30][C:31]([NH2:33])=[O:32].Cl. (2) Given the product [CH2:1]([N:3]([CH2:8][CH3:9])[CH2:4][CH2:5][N:6]([CH2:11][C:12]1[CH:20]=[CH:19][C:15]([C:16]([OH:18])=[O:17])=[CH:14][CH:13]=1)[CH3:7])[CH3:2], predict the reactants needed to synthesize it. The reactants are: [CH2:1]([N:3]([CH2:8][CH3:9])[CH2:4][CH2:5][NH:6][CH3:7])[CH3:2].Cl[CH2:11][C:12]1[CH:20]=[CH:19][C:15]([C:16]([OH:18])=[O:17])=[CH:14][CH:13]=1.C(=O)([O-])[O-].[K+].[K+].[I-].[K+].